Predict the reaction yield, written as a fraction of the theoretical maximum amount of product (1.0 means a 100% yield; for example, 0.34 means a 34% yield). From a dataset of Reaction yield outcomes from USPTO patents with 853,638 reactions. (1) The reactants are [F:1][C:2]1[CH:3]=[C:4]([CH:20]=[CH:21][CH:22]=1)[CH2:5][O:6][C:7]1[CH:19]=[CH:18][C:10]([CH2:11][NH:12][C@@H:13]([CH3:17])[C:14]([NH2:16])=[O:15])=[CH:9][CH:8]=1.[CH3:23][S:24]([OH:27])(=[O:26])=[O:25]. The yield is 0.961. The catalyst is C(OCC)(=O)C. The product is [CH3:23][S:24]([OH:27])(=[O:26])=[O:25].[F:1][C:2]1[CH:3]=[C:4]([CH:20]=[CH:21][CH:22]=1)[CH2:5][O:6][C:7]1[CH:8]=[CH:9][C:10]([CH2:11][NH:12][C@@H:13]([CH3:17])[C:14]([NH2:16])=[O:15])=[CH:18][CH:19]=1. (2) The reactants are [CH3:1][O:2][C:3](=[O:46])[NH:4][CH:5]([C:12]([N:14]1[CH2:18][CH2:17][CH2:16][CH:15]1[C:19]1[NH:20][C:21]([C:24]2[CH:29]=[CH:28][C:27]([C:30]3[CH:35]=[CH:34][C:33]([C:36]4[NH:37][C:38]([CH:41]5[CH2:45][CH2:44][CH2:43][NH:42]5)=[N:39][CH:40]=4)=[CH:32][CH:31]=3)=[CH:26][CH:25]=2)=[CH:22][N:23]=1)=[O:13])[CH2:6][CH2:7][C:8]([F:11])([F:10])[F:9].[F:47][C:48]([F:61])([F:60])[CH2:49][CH2:50][CH:51]([NH:55][C:56]([O:58][CH3:59])=[O:57])[C:52](O)=[O:53].CN(C(ON1N=NC2C=CC=NC1=2)=[N+](C)C)C.F[P-](F)(F)(F)(F)F.C(N(C(C)C)CC)(C)C. The catalyst is CN(C)C=O. The product is [CH3:59][O:58][C:56](=[O:57])[NH:55][CH:51]([C:52]([N:42]1[CH2:43][CH2:44][CH2:45][CH:41]1[C:38]1[NH:37][C:36]([C:33]2[CH:34]=[CH:35][C:30]([C:27]3[CH:26]=[CH:25][C:24]([C:21]4[NH:20][C:19]([CH:15]5[CH2:16][CH2:17][CH2:18][N:14]5[C:12](=[O:13])[CH:5]([NH:4][C:3]([O:2][CH3:1])=[O:46])[CH2:6][CH2:7][C:8]([F:9])([F:11])[F:10])=[N:23][CH:22]=4)=[CH:29][CH:28]=3)=[CH:31][CH:32]=2)=[CH:40][N:39]=1)=[O:53])[CH2:50][CH2:49][C:48]([F:47])([F:61])[F:60]. The yield is 0.230. (3) The reactants are [NH2:1][C:2]1[NH:6][N:5]=[C:4]([CH3:7])[C:3]=1[C:8]1[S:9][C:10]2[CH:16]=[C:15]([S:17](Cl)(=[O:19])=[O:18])[CH:14]=[CH:13][C:11]=2[N:12]=1.[F:21][C:22]([F:26])([F:25])[CH2:23][NH2:24].CN1CCOCC1. The catalyst is CO. The product is [F:21][C:22]([F:26])([F:25])[CH2:23][NH:24][S:17]([C:15]1[CH:14]=[CH:13][C:11]2[N:12]=[C:8]([C:3]3[C:4]([CH3:7])=[N:5][NH:6][C:2]=3[NH2:1])[S:9][C:10]=2[CH:16]=1)(=[O:19])=[O:18]. The yield is 0.0900.